Dataset: NCI-60 drug combinations with 297,098 pairs across 59 cell lines. Task: Regression. Given two drug SMILES strings and cell line genomic features, predict the synergy score measuring deviation from expected non-interaction effect. (1) Drug 1: C1CC(C1)(C(=O)O)C(=O)O.[NH2-].[NH2-].[Pt+2]. Drug 2: CC1=C2C(C(=O)C3(C(CC4C(C3C(C(C2(C)C)(CC1OC(=O)C(C(C5=CC=CC=C5)NC(=O)C6=CC=CC=C6)O)O)OC(=O)C7=CC=CC=C7)(CO4)OC(=O)C)O)C)OC(=O)C. Cell line: SK-MEL-5. Synergy scores: CSS=32.2, Synergy_ZIP=-0.431, Synergy_Bliss=3.63, Synergy_Loewe=-10.6, Synergy_HSA=0.111. (2) Drug 1: CC1=CC=C(C=C1)C2=CC(=NN2C3=CC=C(C=C3)S(=O)(=O)N)C(F)(F)F. Drug 2: CCN(CC)CCNC(=O)C1=C(NC(=C1C)C=C2C3=C(C=CC(=C3)F)NC2=O)C. Cell line: UO-31. Synergy scores: CSS=0.923, Synergy_ZIP=-0.899, Synergy_Bliss=0.234, Synergy_Loewe=-2.26, Synergy_HSA=-1.95. (3) Drug 1: CCC1(CC2CC(C3=C(CCN(C2)C1)C4=CC=CC=C4N3)(C5=C(C=C6C(=C5)C78CCN9C7C(C=CC9)(C(C(C8N6C)(C(=O)OC)O)OC(=O)C)CC)OC)C(=O)OC)O.OS(=O)(=O)O. Drug 2: CC(C)(C#N)C1=CC(=CC(=C1)CN2C=NC=N2)C(C)(C)C#N. Cell line: OVCAR3. Synergy scores: CSS=-3.72, Synergy_ZIP=2.18, Synergy_Bliss=-0.978, Synergy_Loewe=-10.3, Synergy_HSA=-7.90. (4) Drug 1: CCC1=C2CN3C(=CC4=C(C3=O)COC(=O)C4(CC)O)C2=NC5=C1C=C(C=C5)O. Drug 2: C1CN1C2=NC(=NC(=N2)N3CC3)N4CC4. Cell line: LOX IMVI. Synergy scores: CSS=54.3, Synergy_ZIP=-3.69, Synergy_Bliss=-3.53, Synergy_Loewe=3.60, Synergy_HSA=5.59. (5) Drug 1: CC1=C(C(CCC1)(C)C)C=CC(=CC=CC(=CC(=O)O)C)C. Drug 2: CCC(=C(C1=CC=CC=C1)C2=CC=C(C=C2)OCCN(C)C)C3=CC=CC=C3.C(C(=O)O)C(CC(=O)O)(C(=O)O)O. Cell line: OVCAR-8. Synergy scores: CSS=-0.488, Synergy_ZIP=-0.561, Synergy_Bliss=-1.43, Synergy_Loewe=-3.60, Synergy_HSA=-2.44. (6) Drug 1: CS(=O)(=O)CCNCC1=CC=C(O1)C2=CC3=C(C=C2)N=CN=C3NC4=CC(=C(C=C4)OCC5=CC(=CC=C5)F)Cl. Drug 2: CC(C)NC(=O)C1=CC=C(C=C1)CNNC.Cl. Cell line: UO-31. Synergy scores: CSS=0.721, Synergy_ZIP=0.175, Synergy_Bliss=0.786, Synergy_Loewe=-2.44, Synergy_HSA=-2.59.